This data is from Catalyst prediction with 721,799 reactions and 888 catalyst types from USPTO. The task is: Predict which catalyst facilitates the given reaction. (1) Reactant: [Br:1][C:2]1[CH:3]=[N:4][C:5]2[CH:6]=[CH:7][CH:8]=[N+:9]([O-])[C:10]=2[CH:11]=1.[Cl-].C(=O)([O-])[O-:15].[K+].[K+]. Product: [Br:1][C:2]1[CH:11]=[C:10]2[C:5]([CH:6]=[CH:7][C:8](=[O:15])[NH:9]2)=[N:4][CH:3]=1. The catalyst class is: 146. (2) Reactant: [F:1][C:2]1[CH:7]=[CH:6][C:5]([C:8]2[N:12]([CH3:13])[N:11]=[CH:10][C:9]=2/[CH:14]=[CH:15]/[C:16]([NH:18][C:19]2[CH:33]=[CH:32][C:22]([CH2:23][C:24]3[S:25][CH:26]=[C:27]([C:29]([OH:31])=O)[N:28]=3)=[CH:21][CH:20]=2)=[O:17])=[CH:4][CH:3]=1.Cl.C([N:37]=C=NCCCN(C)C)C.CN(C)C=O. Product: [F:1][C:2]1[CH:7]=[CH:6][C:5]([C:8]2[N:12]([CH3:13])[N:11]=[CH:10][C:9]=2/[CH:14]=[CH:15]/[C:16]([NH:18][C:19]2[CH:20]=[CH:21][C:22]([CH2:23][C:24]3[S:25][CH:26]=[C:27]([C:29]([NH2:37])=[O:31])[N:28]=3)=[CH:32][CH:33]=2)=[O:17])=[CH:4][CH:3]=1. The catalyst class is: 6. (3) Reactant: [C:1]([O:4][N:5]=[C:6]([C:8]1[S:9][C:10]([Br:20])=[C:11]([CH2:13][CH:14]2[CH2:19][CH2:18][CH2:17][CH2:16][CH2:15]2)[N:12]=1)[NH2:7])(=O)[CH3:2].CC([O-])=O.[Na+]. Product: [Br:20][C:10]1[S:9][C:8]([C:6]2[N:7]=[C:1]([CH3:2])[O:4][N:5]=2)=[N:12][C:11]=1[CH2:13][CH:14]1[CH2:19][CH2:18][CH2:17][CH2:16][CH2:15]1. The catalyst class is: 18.